From a dataset of Full USPTO retrosynthesis dataset with 1.9M reactions from patents (1976-2016). Predict the reactants needed to synthesize the given product. (1) The reactants are: [Cl:1][C:2]1[C:7]([F:8])=[CH:6][C:5]([C:9]2[N:10]=[C:11]([N:20]3[CH2:25][CH2:24][C:23](=O)[CH2:22][CH2:21]3)[C:12]3[CH2:17][S:16](=[O:19])(=[O:18])[CH2:15][C:13]=3[N:14]=2)=[C:4]([F:27])[CH:3]=1.[NH2:28]C(O)C.[C:32]([O:35][BH-](OC(=O)C)OC(=O)C)(=O)[CH3:33].[Na+].C(=O)(O)[O-].[Na+].[ClH:51].O1CCOCC1. Given the product [ClH:1].[ClH:51].[Cl:1][C:2]1[C:7]([F:8])=[CH:6][C:5]([C:9]2[N:10]=[C:11]([N:20]3[CH2:21][CH2:22][CH:23]([NH:28][CH2:33][CH2:32][OH:35])[CH2:24][CH2:25]3)[C:12]3[CH2:17][S:16](=[O:18])(=[O:19])[CH2:15][C:13]=3[N:14]=2)=[C:4]([F:27])[CH:3]=1, predict the reactants needed to synthesize it. (2) Given the product [CH2:1]([C@H:8]1[N:13]([C:14]([C:16]2[S:17][CH:18]=[CH:19][C:20]=2[C:21]2[CH:26]=[CH:25][CH:24]=[CH:23][C:22]=2[O:27][C:36]2[C:37]([C:38]#[N:39])=[C:40]([CH3:45])[CH:41]=[C:42]([CH3:44])[N:43]=2)=[O:15])[CH2:12][CH2:11][N:10]([C:28]([O:30][C:31]([CH3:34])([CH3:33])[CH3:32])=[O:29])[CH2:9]1)[C:2]1[CH:7]=[CH:6][CH:5]=[CH:4][CH:3]=1, predict the reactants needed to synthesize it. The reactants are: [CH2:1]([C@H:8]1[N:13]([C:14]([C:16]2[S:17][CH:18]=[CH:19][C:20]=2[C:21]2[CH:26]=[CH:25][CH:24]=[CH:23][C:22]=2[OH:27])=[O:15])[CH2:12][CH2:11][N:10]([C:28]([O:30][C:31]([CH3:34])([CH3:33])[CH3:32])=[O:29])[CH2:9]1)[C:2]1[CH:7]=[CH:6][CH:5]=[CH:4][CH:3]=1.Cl[C:36]1[N:43]=[C:42]([CH3:44])[CH:41]=[C:40]([CH3:45])[C:37]=1[C:38]#[N:39].C([O-])([O-])=O.[K+].[K+]. (3) Given the product [C:14]([O:18][C:19]([N:21]1[CH2:26][CH2:25][CH:24]([F:11])[CH2:23][CH2:22]1)=[O:20])([CH3:17])([CH3:16])[CH3:15], predict the reactants needed to synthesize it. The reactants are: COCCN(S(F)(F)[F:11])CCOC.[C:14]([O:18][C:19]([N:21]1[CH2:26][CH2:25][CH:24](O)[CH2:23][CH2:22]1)=[O:20])([CH3:17])([CH3:16])[CH3:15]. (4) Given the product [CH3:26][O:27][C:28](=[O:41])[C@H:29]([NH:30][C:22]([C:13]1[C:14]2[O:18][CH:17]([CH:19]=[CH2:20])[CH2:16][C:15]=2[CH:21]=[C:11]([C:5]2[CH:6]=[CH:7][C:8]([O:9][CH3:10])=[C:3]([O:2][CH3:1])[CH:4]=2)[CH:12]=1)=[O:23])[CH2:31][C:32]1[C:40]2[C:35](=[CH:36][CH:37]=[CH:38][CH:39]=2)[NH:34][CH:33]=1, predict the reactants needed to synthesize it. The reactants are: [CH3:1][O:2][C:3]1[CH:4]=[C:5]([C:11]2[CH:12]=[C:13]([C:22](O)=[O:23])[C:14]3[O:18][CH:17]([CH:19]=[CH2:20])[CH2:16][C:15]=3[CH:21]=2)[CH:6]=[CH:7][C:8]=1[O:9][CH3:10].Cl.[CH3:26][O:27][C:28](=[O:41])[C@@H:29]([CH2:31][C:32]1[C:40]2[C:35](=[CH:36][CH:37]=[CH:38][CH:39]=2)[NH:34][CH:33]=1)[NH2:30].C(Cl)CCl.C1C=CC2N(O)N=NC=2C=1. (5) Given the product [Br:1][C:2]1[CH:7]=[C:6]([NH:18][C:17]2[CH:19]=[CH:20][C:14]([C:12]#[N:13])=[CH:15][CH:16]=2)[C:5]([N+:9]([O-:11])=[O:10])=[CH:4][N:3]=1, predict the reactants needed to synthesize it. The reactants are: [Br:1][C:2]1[CH:7]=[C:6](Br)[C:5]([N+:9]([O-:11])=[O:10])=[CH:4][N:3]=1.[C:12]([C:14]1[CH:20]=[CH:19][C:17]([NH2:18])=[CH:16][CH:15]=1)#[N:13].C(N(CC)CC)C. (6) Given the product [Br:1][C:2]1[CH:7]=[C:6]([F:8])[CH:5]=[CH:4][C:3]=1[CH:9]1[N:10]=[C:11]([C:36]2[S:37][CH:38]=[CH:39][N:40]=2)[NH:12][C:13]([CH2:20][N:21]2[CH2:26][CH2:25][O:24][CH:23]([C:27]([NH:28][CH2:29][C:30]([OH:32])=[O:31])=[O:35])[CH2:22]2)=[C:14]1[C:15]([O:17][CH2:18][CH3:19])=[O:16], predict the reactants needed to synthesize it. The reactants are: [Br:1][C:2]1[CH:7]=[C:6]([F:8])[CH:5]=[CH:4][C:3]=1[CH:9]1[C:14]([C:15]([O:17][CH2:18][CH3:19])=[O:16])=[C:13]([CH2:20][N:21]2[CH2:26][CH2:25][O:24][CH:23]([C:27](=[O:35])[NH:28][CH2:29][C:30]([O:32]CC)=[O:31])[CH2:22]2)[NH:12][C:11]([C:36]2[S:37][CH:38]=[CH:39][N:40]=2)=[N:10]1.[OH-].[Na+].